This data is from Reaction yield outcomes from USPTO patents with 853,638 reactions. The task is: Predict the reaction yield, written as a fraction of the theoretical maximum amount of product (1.0 means a 100% yield; for example, 0.34 means a 34% yield). (1) The reactants are [CH3:1][O:2][C:3](=[O:21])[C:4]1[CH:9]=[C:8]([N+:10]([O-])=O)[CH:7]=[CH:6][C:5]=1[O:13][Si:14]([C:17]([CH3:20])([CH3:19])[CH3:18])([CH3:16])[CH3:15].[H][H]. The catalyst is C(O)C.[Pd]. The product is [CH3:1][O:2][C:3](=[O:21])[C:4]1[CH:9]=[C:8]([NH2:10])[CH:7]=[CH:6][C:5]=1[O:13][Si:14]([C:17]([CH3:19])([CH3:18])[CH3:20])([CH3:15])[CH3:16]. The yield is 0.990. (2) The product is [O:10]1[C:9]2[CH:8]=[CH:7][C:4]([C:5]#[N:6])=[CH:3][C:2]=2[O:1][CH2:12]1. The catalyst is CN(C=O)C. The yield is 0.948. The reactants are [OH:1][C:2]1[CH:3]=[C:4]([CH:7]=[CH:8][C:9]=1[OH:10])[C:5]#[N:6].Br[CH2:12]Br.C(=O)([O-])[O-].[K+].[K+].O.